This data is from Forward reaction prediction with 1.9M reactions from USPTO patents (1976-2016). The task is: Predict the product of the given reaction. Given the reactants [CH:1]1(B(O)O)[CH2:3][CH2:2]1.C(=O)([O-])[O-].[Na+].[Na+].C1(P(C2CCCCC2)C2C=CC=CC=2C2C(OC)=CC=CC=2OC)CCCCC1.[CH2:42]([O:44][C:45]1[CH:54]=[C:53](I)[CH:52]=[CH:51][C:46]=1[C:47]([O:49][CH3:50])=[O:48])[CH3:43], predict the reaction product. The product is: [CH:1]1([C:53]2[CH:52]=[CH:51][C:46]([C:47]([O:49][CH3:50])=[O:48])=[C:45]([O:44][CH2:42][CH3:43])[CH:54]=2)[CH2:3][CH2:2]1.